Dataset: Reaction yield outcomes from USPTO patents with 853,638 reactions. Task: Predict the reaction yield, written as a fraction of the theoretical maximum amount of product (1.0 means a 100% yield; for example, 0.34 means a 34% yield). (1) The reactants are [N+:1]([C:4]1[CH:5]=[N:6][CH:7]=[CH:8][C:9]=1[N:10]1[CH2:19][CH2:18][C:17]2[C:12](=[CH:13][CH:14]=[CH:15][CH:16]=2)[CH2:11]1)([O-])=O.[CH3:20][C:21]([Mg]Br)=[CH:22][CH3:23].[Cl-].[NH4+]. The product is [CH3:20][C:21]1[NH:1][C:4]2[C:5](=[N:6][CH:7]=[CH:8][C:9]=2[N:10]2[CH2:19][CH2:18][C:17]3[C:12](=[CH:13][CH:14]=[CH:15][CH:16]=3)[CH2:11]2)[C:22]=1[CH3:23]. The yield is 0.253. The catalyst is O1CCCC1. (2) The reactants are [Br:1][C:2]1[CH:3]=[CH:4][C:5](F)=[C:6]([C:8](=O)[CH3:9])[CH:7]=1.[NH2:12][NH2:13]. The catalyst is O. The product is [Br:1][C:2]1[CH:7]=[C:6]2[C:5](=[CH:4][CH:3]=1)[NH:13][N:12]=[C:8]2[CH3:9]. The yield is 0.940. (3) The reactants are [Cl:1][C:2]1[CH:7]=[C:6]([Cl:8])[CH:5]=[CH:4][C:3]=1[CH:9]1[C:14]([C:15]([O:17][CH2:18][CH3:19])=[O:16])=[C:13]([CH2:20][N:21]2[CH2:26][CH2:25][O:24][CH2:23][C@@H:22]2[CH2:27][OH:28])[NH:12][C:11]([C:29]2[S:30][CH:31]=[CH:32][N:33]=2)=[N:10]1.C(OC([NH:41][C@@H:42]([CH:46]([CH3:48])[CH3:47])[C:43](O)=[O:44])=O)(C)(C)C. No catalyst specified. The product is [NH2:41][C@@H:42]([CH:46]([CH3:48])[CH3:47])[C:43]([O:28][CH2:27][C@H:22]1[N:21]([CH2:20][C:13]2[NH:12][C:11]([C:29]3[S:30][CH:31]=[CH:32][N:33]=3)=[N:10][CH:9]([C:3]3[CH:4]=[CH:5][C:6]([Cl:8])=[CH:7][C:2]=3[Cl:1])[C:14]=2[C:15]([O:17][CH2:18][CH3:19])=[O:16])[CH2:26][CH2:25][O:24][CH2:23]1)=[O:44]. The yield is 0.360. (4) The catalyst is CS(C)=O. The reactants are [CH3:1][C:2]1[CH:3]=[C:4]2[C:9](=[CH:10][CH:11]=1)[N:8]=[C:7]([C:12]([OH:14])=O)[N:6]=[CH:5]2.[N:15]1[CH:16]=[CH:17][N:18]2[CH:23]=[CH:22][N:21]=[C:20]([N:24]3[CH2:28][CH2:27][C@H:26]([NH2:29])[CH2:25]3)[C:19]=12.C(N(CC)CC)C.CN(C(ON1N=NC2C=CC=NC1=2)=[N+](C)C)C.F[P-](F)(F)(F)(F)F. The product is [N:15]1[CH:16]=[CH:17][N:18]2[CH:23]=[CH:22][N:21]=[C:20]([N:24]3[CH2:28][CH2:27][C@H:26]([NH:29][C:12]([C:7]4[N:6]=[CH:5][C:4]5[C:9](=[CH:10][CH:11]=[C:2]([CH3:1])[CH:3]=5)[N:8]=4)=[O:14])[CH2:25]3)[C:19]=12. The yield is 0.860. (5) The reactants are [F:1][C:2]1[CH:3]=[C:4]([CH:12]=[C:13]([F:15])[CH:14]=1)[O:5][CH2:6]N1CCCC1.[O:16]1[CH2:20]CCC1.[CH2:21]([Li])[CH2:22][CH2:23][CH3:24].[CH3:26][N:27](C)CCN(C)C. The catalyst is CN(C)C=O. The product is [F:15][C:13]1[CH:12]=[C:4]([O:5][CH2:6][CH2:26][N:27]2[CH2:24][CH2:23][CH2:22][CH2:21]2)[CH:3]=[C:2]([F:1])[C:14]=1[CH:20]=[O:16]. The yield is 0.940. (6) The reactants are O[CH2:2][C:3]1[C:8]([CH3:9])=[C:7]([O:10][CH2:11][CH2:12][CH2:13][O:14][CH3:15])[CH:6]=[CH:5][N:4]=1.S(Cl)([Cl:18])=O. The catalyst is ClCCl. The product is [Cl:18][CH2:2][C:3]1[C:8]([CH3:9])=[C:7]([O:10][CH2:11][CH2:12][CH2:13][O:14][CH3:15])[CH:6]=[CH:5][N:4]=1. The yield is 0.990. (7) The reactants are [OH:1][C:2]([C:4]([F:7])([F:6])[F:5])=[O:3].[F:8][C:9]1[CH:14]=[CH:13][C:12]([CH2:15][C@H:16]([NH:31]C(=O)OC(C)(C)C)[C:17](=[O:30])[NH:18][C:19]2[O:23][N:22]=[C:21]([C:24]3[CH:29]=[CH:28][N:27]=[CH:26][CH:25]=3)[CH:20]=2)=[CH:11][CH:10]=1.[C:39]([OH:45])([C:41]([F:44])([F:43])[F:42])=[O:40]. The catalyst is C(Cl)Cl. The product is [OH:3][C:2]([C:4]([F:7])([F:6])[F:5])=[O:1].[OH:45][C:39]([C:41]([F:44])([F:43])[F:42])=[O:40].[NH2:31][C@@H:16]([CH2:15][C:12]1[CH:11]=[CH:10][C:9]([F:8])=[CH:14][CH:13]=1)[C:17]([NH:18][C:19]1[O:23][N:22]=[C:21]([C:24]2[CH:25]=[CH:26][N:27]=[CH:28][CH:29]=2)[CH:20]=1)=[O:30]. The yield is 0.740.